This data is from Retrosynthesis with 50K atom-mapped reactions and 10 reaction types from USPTO. The task is: Predict the reactants needed to synthesize the given product. (1) The reactants are: Cc1cc2c3n1C(c1ccccc1)=CN(n1c(C)nc4cc(C(=O)O)ccc4c1=O)C(=O)C3=CCC2.OCCN1CCOCC1. Given the product Cc1cc2c3n1C(c1ccccc1)=CN(n1c(C)nc4cc(C(=O)OCCN5CCOCC5)ccc4c1=O)C(=O)C3=CCC2, predict the reactants needed to synthesize it. (2) Given the product COc1cc(SC)sc1-c1nc2ncccc2[nH]1, predict the reactants needed to synthesize it. The reactants are: COc1cc(SC)sc1C(=O)O.Nc1cccnc1N. (3) Given the product CC(C)(C)OC(=O)c1c(N)sc2c1CC(C(=O)O)OC2, predict the reactants needed to synthesize it. The reactants are: CCOC(=O)C1Cc2c(sc(N)c2C(=O)OC(C)(C)C)CO1. (4) Given the product Cc1c(C(=O)CC2(OS(C)(=O)=O)CCN(C(=O)OC(C)(C)C)CC2)ccc2c1COC2=O, predict the reactants needed to synthesize it. The reactants are: CS(=O)(=O)Cl.Cc1c(C(=O)CC2(O)CCN(C(=O)OC(C)(C)C)CC2)ccc2c1COC2=O. (5) Given the product Cc1ccc(C(=O)NC2CC2)cc1-c1ccc2c(cnn2CC(=O)NCc2ccccc2)c1, predict the reactants needed to synthesize it. The reactants are: COC(=O)Cn1ncc2cc(-c3cc(C(=O)NC4CC4)ccc3C)ccc21.NCc1ccccc1. (6) Given the product COc1ccc(-c2cccc3nc(N)nn23)cc1, predict the reactants needed to synthesize it. The reactants are: COc1ccc(B(O)O)cc1.Nc1nc2cccc(Br)n2n1. (7) Given the product COCc1ncccc1OCc1ccccc1, predict the reactants needed to synthesize it. The reactants are: C[O-].ClCc1ncccc1OCc1ccccc1. (8) The reactants are: FC(F)(F)c1cccc(CBr)c1.c1ccc2[nH]nnc2c1. Given the product FC(F)(F)c1cccc(Cn2nnc3ccccc32)c1, predict the reactants needed to synthesize it. (9) Given the product CC(C)(C#N)c1cc(NC(=O)C(C)(C)S(=O)(=O)CCCC(F)(F)F)on1, predict the reactants needed to synthesize it. The reactants are: CC(C)(C#N)c1cc(N)on1.CC(C)(C(=O)O)S(=O)(=O)CCCC(F)(F)F.